This data is from Forward reaction prediction with 1.9M reactions from USPTO patents (1976-2016). The task is: Predict the product of the given reaction. (1) Given the reactants [CH2:1]([O:5][C:6]1[CH:11]=[CH:10][C:9]([C:12]23[CH2:21][CH:16]4[CH2:17][CH:18]([CH2:20][C:14]([C:22]5[CH:27]=[CH:26][C:25]([O:28][CH2:29][CH:30]6[O:32][CH2:31]6)=[CH:24][CH:23]=5)([CH2:15]4)[CH2:13]2)[CH2:19]3)=[CH:8][CH:7]=1)[CH:2]1[O:4][CH2:3]1.[H][H], predict the reaction product. The product is: [CH2:29]([O:28][CH:25]1[CH2:26][CH2:27][CH:22]([C:14]23[CH2:20][CH:18]4[CH2:17][CH:16]([CH2:21][C:12]([CH:9]5[CH2:10][CH2:11][CH:6]([O:5][CH2:1][CH:2]6[O:4][CH2:3]6)[CH2:7][CH2:8]5)([CH2:19]4)[CH2:13]2)[CH2:15]3)[CH2:23][CH2:24]1)[CH:30]1[O:32][CH2:31]1. (2) Given the reactants OO.C([C@H]1COC(=O)N1[C:16](=[O:32])[C@@H:17]([NH:24][C:25](=[O:31])[O:26][C:27]([CH3:30])([CH3:29])[CH3:28])[C:18]1([CH3:23])[CH2:22][CH2:21][CH2:20][CH2:19]1)C1C=CC=CC=1.O.[OH-].[Li+].S([O-])([O-])=[O:37].[Na+].[Na+].C(=O)([O-])O.[Na+].Cl, predict the reaction product. The product is: [C:27]([O:26][C:25]([NH:24][C@@H:17]([C:18]1([CH3:23])[CH2:19][CH2:20][CH2:21][CH2:22]1)[C:16]([OH:32])=[O:37])=[O:31])([CH3:28])([CH3:29])[CH3:30].